Regression. Given two drug SMILES strings and cell line genomic features, predict the synergy score measuring deviation from expected non-interaction effect. From a dataset of NCI-60 drug combinations with 297,098 pairs across 59 cell lines. Drug 1: CC1=C2C(C(=O)C3(C(CC4C(C3C(C(C2(C)C)(CC1OC(=O)C(C(C5=CC=CC=C5)NC(=O)C6=CC=CC=C6)O)O)OC(=O)C7=CC=CC=C7)(CO4)OC(=O)C)O)C)OC(=O)C. Drug 2: C(CN)CNCCSP(=O)(O)O. Cell line: NCI-H322M. Synergy scores: CSS=47.0, Synergy_ZIP=4.62, Synergy_Bliss=4.55, Synergy_Loewe=-30.7, Synergy_HSA=4.12.